Dataset: Forward reaction prediction with 1.9M reactions from USPTO patents (1976-2016). Task: Predict the product of the given reaction. (1) Given the reactants [NH2:1][C:2]1[C:17](I)=[CH:16][CH:15]=[CH:14][C:3]=1[C:4]([O:6][CH2:7][C:8]1[CH:13]=[CH:12][CH:11]=[CH:10][CH:9]=1)=[O:5].C[Si]([C:23]#[CH:24])(C)C, predict the reaction product. The product is: [NH2:1][C:2]1[C:17]([C:23]#[CH:24])=[CH:16][CH:15]=[CH:14][C:3]=1[C:4]([O:6][CH2:7][C:8]1[CH:13]=[CH:12][CH:11]=[CH:10][CH:9]=1)=[O:5]. (2) Given the reactants [CH:1]([Si:4]([CH:37]([CH3:39])[CH3:38])([CH:34]([CH3:36])[CH3:35])[O:5][C@H:6]1[C@H:11]([O:12][Si:13]([CH:20]([CH3:22])[CH3:21])([CH:17]([CH3:19])[CH3:18])[CH:14]([CH3:16])[CH3:15])[CH:10]=[C:9]([C:23]2[CH:28]=[CH:27][N:26]=[CH:25][C:24]=2[N+:29]([O-])=O)[O:8][C@@H:7]1[CH:32]=[CH2:33])([CH3:3])[CH3:2], predict the reaction product. The product is: [CH2:32]([C@H:7]1[O:8][C@@H:9]([C:23]2[CH:28]=[CH:27][N:26]=[CH:25][C:24]=2[NH2:29])[CH2:10][C@@H:11]([O:12][Si:13]([CH:20]([CH3:22])[CH3:21])([CH:17]([CH3:19])[CH3:18])[CH:14]([CH3:15])[CH3:16])[C@@H:6]1[O:5][Si:4]([CH:37]([CH3:38])[CH3:39])([CH:34]([CH3:36])[CH3:35])[CH:1]([CH3:3])[CH3:2])[CH3:33]. (3) Given the reactants C([O-])(=O)C.[K+].CC1(C)OCB([B:13]2[O:18][CH2:17][C:16]([CH3:20])([CH3:19])[CH2:15][O:14]2)CO1.Br[C:23]1[CH:24]=[C:25]([NH2:42])[C:26]([N:29]([CH:36]2[CH2:41][CH2:40][CH2:39][CH2:38][CH2:37]2)[CH2:30][CH2:31][C:32]([F:35])([F:34])[F:33])=[CH:27][CH:28]=1, predict the reaction product. The product is: [CH:36]1([N:29]([CH2:30][CH2:31][C:32]([F:33])([F:34])[F:35])[C:26]2[C:25]([NH2:42])=[CH:24][C:23]([B:13]3[O:14][CH2:15][C:16]([CH3:19])([CH3:20])[CH2:17][O:18]3)=[CH:28][CH:27]=2)[CH2:37][CH2:38][CH2:39][CH2:40][CH2:41]1. (4) Given the reactants [CH3:1][C:2]1[NH:3][C:4]2[C:9]([CH:10]=1)=[C:8]([C:11]([F:14])([F:13])[F:12])[C:7]([C:15]#[N:16])=[CH:6][CH:5]=2.Br[CH2:18][C:19](=[CH2:24])[C:20]([O:22][CH3:23])=[O:21], predict the reaction product. The product is: [C:15]([C:7]1[C:8]([C:11]([F:12])([F:14])[F:13])=[C:9]2[C:4](=[CH:5][CH:6]=1)[N:3]([CH2:24][C:19](=[CH2:18])[C:20]([O:22][CH3:23])=[O:21])[C:2]([CH3:1])=[CH:10]2)#[N:16]. (5) Given the reactants O/[C:2](=[CH:8]\[C:9](=O)[CH2:10][CH:11]([CH3:13])[CH3:12])/[C:3]([O:5][CH2:6][CH3:7])=[O:4].[C:15]1([NH:21][NH2:22])[CH:20]=[CH:19][CH:18]=[CH:17][CH:16]=1.CCCCCC.CCOC(C)=O, predict the reaction product. The product is: [CH2:10]([C:9]1[N:21]([C:15]2[CH:20]=[CH:19][CH:18]=[CH:17][CH:16]=2)[N:22]=[C:2]([C:3]([O:5][CH2:6][CH3:7])=[O:4])[CH:8]=1)[CH:11]([CH3:13])[CH3:12]. (6) Given the reactants Br[C:2]1[CH:7]=[CH:6][C:5]([F:8])=[CH:4][N:3]=1.[Li]C(C)(C)C.[Si:14]([O:21][CH2:22][CH:23]=[N:24][S@@:25]([C:27]([CH3:30])([CH3:29])[CH3:28])=[O:26])([C:17]([CH3:20])([CH3:19])[CH3:18])([CH3:16])[CH3:15].[Li].[NH4+].[Cl-], predict the reaction product. The product is: [Si:14]([O:21][CH2:22][C@H:23]([NH:24][S:25]([C:27]([CH3:30])([CH3:29])[CH3:28])=[O:26])[C:2]1[CH:7]=[CH:6][C:5]([F:8])=[CH:4][N:3]=1)([C:17]([CH3:20])([CH3:19])[CH3:18])([CH3:16])[CH3:15]. (7) Given the reactants Cl[C:2]1[CH:3]=[C:4]([C:8]2[N:13]=[CH:12][C:11]([CH:14]([O:16][CH3:17])[CH3:15])=[CH:10][N:9]=2)[CH:5]=[CH:6][CH:7]=1.C(OC1C=NC(C2C=CC=C([B:33]3[O:37][C:36]([CH3:39])([CH3:38])[C:35]([CH3:41])([CH3:40])[O:34]3)C=2)=NC=1)C, predict the reaction product. The product is: [CH3:17][O:16][CH:14]([C:11]1[CH:10]=[N:9][C:8]([C:4]2[CH:5]=[CH:6][CH:7]=[C:2]([B:33]3[O:37][C:36]([CH3:39])([CH3:38])[C:35]([CH3:41])([CH3:40])[O:34]3)[CH:3]=2)=[N:13][CH:12]=1)[CH3:15].